Dataset: Full USPTO retrosynthesis dataset with 1.9M reactions from patents (1976-2016). Task: Predict the reactants needed to synthesize the given product. (1) Given the product [Cl:18][C:6]1[N:5]=[C:4]([NH:29][S:28](=[O:30])(=[O:31])[NH:27][CH2:20][C:21]2[CH:26]=[CH:25][CH:24]=[CH:23][CH:22]=2)[N:3]=[CH:2][C:7]=1[O:8][C:9]1[CH:14]=[C:13]([O:15][CH3:16])[CH:12]=[CH:11][C:10]=1[Cl:17], predict the reactants needed to synthesize it. The reactants are: Cl[C:2]1[C:7]([O:8][C:9]2[CH:14]=[C:13]([O:15][CH3:16])[CH:12]=[CH:11][C:10]=2[Cl:17])=[C:6]([Cl:18])[N:5]=[CH:4][N:3]=1.[K].[CH2:20]([NH:27][S:28](=[O:31])(=[O:30])[NH2:29])[C:21]1[CH:26]=[CH:25][CH:24]=[CH:23][CH:22]=1. (2) Given the product [CH2:1]([O:3][C:4]([N:6]1[CH2:11][CH2:10][N:9]([C:12]([CH2:14][C:15]([C:17]2[CH:26]=[CH:25][C:24]3[C:19](=[CH:20][CH:21]=[CH:22][CH:23]=3)[C:18]=2[NH:27][CH2:28][C:29]([OH:31])=[O:30])=[O:16])=[O:13])[CH2:8][CH2:7]1)=[O:5])[CH3:2], predict the reactants needed to synthesize it. The reactants are: [CH2:1]([O:3][C:4]([N:6]1[CH2:11][CH2:10][N:9]([C:12]([CH2:14][C:15]([C:17]2[CH:26]=[CH:25][C:24]3[C:19](=[CH:20][CH:21]=[CH:22][CH:23]=3)[C:18]=2[NH:27][CH2:28][C:29]([O:31]C(C)(C)C)=[O:30])=[O:16])=[O:13])[CH2:8][CH2:7]1)=[O:5])[CH3:2].C(O)(C(F)(F)F)=O.C([O-])(O)=O.[Na+]. (3) Given the product [Cl:1][C:2]1[CH:3]=[C:4]([NH:19][S:28]([C:24]2[CH:25]=[CH:26][CH:27]=[C:22]([C:21]([F:20])([F:32])[F:33])[CH:23]=2)(=[O:30])=[O:29])[CH:5]=[N:6][C:7]=1[O:8][C:9]1[N:10]=[CH:11][C:12]2[C:17]([CH:18]=1)=[CH:16][CH:15]=[CH:14][CH:13]=2, predict the reactants needed to synthesize it. The reactants are: [Cl:1][C:2]1[CH:3]=[C:4]([NH2:19])[CH:5]=[N:6][C:7]=1[O:8][C:9]1[N:10]=[CH:11][C:12]2[C:17]([CH:18]=1)=[CH:16][CH:15]=[CH:14][CH:13]=2.[F:20][C:21]([F:33])([F:32])[C:22]1[CH:23]=[C:24]([S:28](Cl)(=[O:30])=[O:29])[CH:25]=[CH:26][CH:27]=1. (4) The reactants are: [CH:1]([O:4][C:5]1[C:10]([O:11][CH3:12])=[CH:9][C:8](/[CH:13]=[CH:14]/[C:15](OC)=[O:16])=[C:7]([N+:19]([O-])=O)[CH:6]=1)([CH3:3])[CH3:2].C(OCC)(=O)C. Given the product [CH:1]([O:4][C:5]1[CH:6]=[C:7]2[C:8]([CH2:13][CH2:14][C:15](=[O:16])[NH:19]2)=[CH:9][C:10]=1[O:11][CH3:12])([CH3:3])[CH3:2], predict the reactants needed to synthesize it. (5) Given the product [OH:2][C:3]1[CH:12]=[C:11]2[C:6]([CH2:7][N:8]([CH:14]3[CH2:19][CH2:18][N:17]([CH2:20][C:21]4[CH:22]=[CH:23][CH:24]=[CH:25][CH:26]=4)[CH2:16][CH2:15]3)[C:9](=[O:13])[NH:10]2)=[CH:5][CH:4]=1, predict the reactants needed to synthesize it. The reactants are: C[O:2][C:3]1[CH:12]=[C:11]2[C:6]([CH2:7][N:8]([CH:14]3[CH2:19][CH2:18][N:17]([CH2:20][C:21]4[CH:26]=[CH:25][CH:24]=[CH:23][CH:22]=4)[CH2:16][CH2:15]3)[C:9](=[O:13])[NH:10]2)=[CH:5][CH:4]=1.Cl.N1C=CC=CC=1.C(=O)([O-])O.[Na+].C. (6) Given the product [OH:13][CH2:12][C:9]1[CH:10]=[N:11][C:5]2[N:4]3[CH2:16][CH2:17][CH2:18][C@H:3]3[C:2](=[O:1])[NH:7][C:6]=2[CH:8]=1, predict the reactants needed to synthesize it. The reactants are: [O:1]=[C:2]1[NH:7][C:6]2[CH:8]=[C:9]([C:12](OC)=[O:13])[CH:10]=[N:11][C:5]=2[N:4]2[CH2:16][CH2:17][CH2:18][C@@H:3]12.[H-].[Na+].[H-].[H-].[H-].[H-].[Li+].[Al+3]. (7) Given the product [C:1]([C:5]1[CH:6]=[C:7]([CH:12]=[CH:13][C:14]=1[O:15][S:19]([C:22]([F:25])([F:24])[F:23])(=[O:21])=[O:20])[C:8]([O:10][CH3:11])=[O:9])([CH3:4])([CH3:2])[CH3:3], predict the reactants needed to synthesize it. The reactants are: [C:1]([C:5]1[CH:6]=[C:7]([CH:12]=[CH:13][C:14]=1[OH:15])[C:8]([O:10][CH3:11])=[O:9])([CH3:4])([CH3:3])[CH3:2].C(Cl)Cl.[S:19](O[S:19]([C:22]([F:25])([F:24])[F:23])(=[O:21])=[O:20])([C:22]([F:25])([F:24])[F:23])(=[O:21])=[O:20].